From a dataset of Forward reaction prediction with 1.9M reactions from USPTO patents (1976-2016). Predict the product of the given reaction. (1) Given the reactants C(=O)([O-])[O-].[Na+].[Na+].FC(F)(F)S(O[C:13]1[CH2:14][CH2:15][N:16]([C:19]2[CH:20]=[CH:21][C:22]3[N:23]([C:25]([C:28]([F:31])([F:30])[F:29])=[N:26][N:27]=3)[N:24]=2)[CH2:17][CH:18]=1)(=O)=O.CC1(C)C(C)(C)OB([C:42]2[CH:43]=[N:44][CH:45]=[CH:46][CH:47]=2)O1, predict the reaction product. The product is: [F:29][C:28]([F:31])([F:30])[C:25]1[N:23]2[N:24]=[C:19]([N:16]3[CH2:17][CH:18]=[C:13]([C:42]4[CH:43]=[N:44][CH:45]=[CH:46][CH:47]=4)[CH2:14][CH2:15]3)[CH:20]=[CH:21][C:22]2=[N:27][N:26]=1. (2) Given the reactants Cl.Cl.Cl.[N:4]1[CH:9]=[CH:8][C:7]([C:10]2[N:14]3[N:15]=[C:16]([NH:19][C@H:20]4[CH2:25][CH2:24][C@H:23]([NH2:26])[CH2:22][CH2:21]4)[CH:17]=[CH:18][C:13]3=[N:12][CH:11]=2)=[CH:6][CH:5]=1.[C:27](OC(=O)C)(=[O:29])[CH3:28], predict the reaction product. The product is: [N:4]1[CH:9]=[CH:8][C:7]([C:10]2[N:14]3[N:15]=[C:16]([NH:19][C@H:20]4[CH2:21][CH2:22][C@H:23]([NH:26][C:27](=[O:29])[CH3:28])[CH2:24][CH2:25]4)[CH:17]=[CH:18][C:13]3=[N:12][CH:11]=2)=[CH:6][CH:5]=1. (3) Given the reactants [OH:1][C:2]1[CH:9]=[CH:8][C:5]([CH:6]=[O:7])=[CH:4][CH:3]=1.Br[CH2:11][CH:12]1[CH2:14][CH2:13]1.C(=O)([O-])[O-].[K+].[K+], predict the reaction product. The product is: [CH:12]1([CH2:11][O:1][C:2]2[CH:9]=[CH:8][C:5]([CH:6]=[O:7])=[CH:4][CH:3]=2)[CH2:14][CH2:13]1. (4) The product is: [F:25][C:19]1[CH:18]=[C:17]([C:15]2[CH2:14][O:9][C:8](=[O:10])[C:7]=2[C:1]2[CH:6]=[CH:5][CH:4]=[CH:3][CH:2]=2)[CH:22]=[CH:21][C:20]=1[S:23][CH3:24]. Given the reactants [C:1]1([CH2:7][C:8]([OH:10])=[O:9])[CH:6]=[CH:5][CH:4]=[CH:3][CH:2]=1.[OH-].[Na+].Br[CH2:14][C:15]([C:17]1[CH:22]=[CH:21][C:20]([S:23][CH3:24])=[C:19]([F:25])[CH:18]=1)=O.S(=O)(=O)(O)O, predict the reaction product. (5) Given the reactants C[O:2][C:3](=[O:41])[C:4]1[CH:9]=[CH:8][C:7]([CH2:10][N:11]([C:29]2[CH:34]=[CH:33][C:32]([CH:35]3[CH2:40][CH2:39][CH2:38][CH2:37][CH2:36]3)=[CH:31][CH:30]=2)[C:12]([NH:14][C:15]2[CH:20]=[C:19]([C:21]([F:24])([F:23])[F:22])[CH:18]=[C:17]([C:25]([F:28])([F:27])[F:26])[CH:16]=2)=[O:13])=[CH:6][CH:5]=1.[OH-].[Na+], predict the reaction product. The product is: [F:22][C:21]([F:23])([F:24])[C:19]1[CH:20]=[C:15]([NH:14][C:12](=[O:13])[N:11]([CH2:10][C:7]2[CH:8]=[CH:9][C:4]([C:3]([OH:41])=[O:2])=[CH:5][CH:6]=2)[C:29]2[CH:30]=[CH:31][C:32]([CH:35]3[CH2:36][CH2:37][CH2:38][CH2:39][CH2:40]3)=[CH:33][CH:34]=2)[CH:16]=[C:17]([C:25]([F:27])([F:28])[F:26])[CH:18]=1. (6) Given the reactants [Cl:1][C:2]1[C:3]([CH:18]=[CH2:19])=[C:4]([NH:10][CH:11]([CH:15]([OH:17])[CH3:16])[C:12]([OH:14])=O)[CH:5]=[CH:6][C:7]=1[C:8]#[N:9].[C:20]([C:22]1[CH:31]=[CH:30][C:25]([C:26]([NH:28][NH2:29])=[O:27])=[CH:24][CH:23]=1)#[N:21].OC1C2N=NNC=2C=CC=1.Cl.CN(C)CCCN=C=NCC, predict the reaction product. The product is: [Cl:1][C:2]1[C:3]([CH:18]=[CH2:19])=[C:4]([NH:10][CH:11]([CH:15]([OH:17])[CH3:16])[C:12]([NH:29][NH:28][C:26](=[O:27])[C:25]2[CH:24]=[CH:23][C:22]([C:20]#[N:21])=[CH:31][CH:30]=2)=[O:14])[CH:5]=[CH:6][C:7]=1[C:8]#[N:9]. (7) Given the reactants [CH2:1]([O:3][C:4](=[O:27])[CH2:5][N:6]([CH2:21][C:22]([O:24][CH2:25][CH3:26])=[O:23])[C:7]1[CH:12]=[C:11]([C:13]2[CH:18]=[C:17](Cl)[N:16]=[CH:15][N:14]=2)[CH:10]=[CH:9][C:8]=1[CH3:20])[CH3:2].C([O-])(=O)C.[Na+], predict the reaction product. The product is: [CH2:25]([O:24][C:22](=[O:23])[CH2:21][N:6]([CH2:5][C:4]([O:3][CH2:1][CH3:2])=[O:27])[C:7]1[CH:12]=[C:11]([C:13]2[CH:18]=[CH:17][N:16]=[CH:15][N:14]=2)[CH:10]=[CH:9][C:8]=1[CH3:20])[CH3:26]. (8) Given the reactants [CH3:1][C:2]1([CH3:14])[O:6][B:5]([C:7]2[CH:8]=[N:9][NH:10][CH:11]=2)[O:4][C:3]1([CH3:13])[CH3:12].Br[CH2:16][C:17]([O:19][CH2:20][CH3:21])=[O:18].C(=O)([O-])[O-].[Cs+].[Cs+].CN(C)C=O, predict the reaction product. The product is: [CH3:12][C:3]1([CH3:13])[C:2]([CH3:14])([CH3:1])[O:6][B:5]([C:7]2[CH:8]=[N:9][N:10]([CH2:16][C:17]([O:19][CH2:20][CH3:21])=[O:18])[CH:11]=2)[O:4]1. (9) Given the reactants [Br:1][C:2]1[CH:3]=[C:4]2[C:9](=[CH:10][CH:11]=1)[NH:8][C:7](=[O:12])[CH:6]=[CH:5]2.C[Si]([N-][Si](C)(C)C)(C)C.[Na+].[C:23]([NH:30][CH2:31][CH2:32][CH2:33][CH2:34]Br)([O:25][C:26]([CH3:29])([CH3:28])[CH3:27])=[O:24], predict the reaction product. The product is: [Br:1][C:2]1[CH:3]=[C:4]2[C:9](=[CH:10][CH:11]=1)[N:8]([CH2:34][CH2:33][CH2:32][CH2:31][NH:30][C:23](=[O:24])[O:25][C:26]([CH3:29])([CH3:28])[CH3:27])[C:7](=[O:12])[CH:6]=[CH:5]2. (10) Given the reactants [OH:1][B:2]1[C:6]2[C:7]([N:11]([CH3:18])[CH2:12][C:13]([O:15]CC)=[O:14])=[CH:8][CH:9]=[CH:10][C:5]=2[CH2:4][O:3]1.O[Li].O.CO.O, predict the reaction product. The product is: [OH:1][B:2]1[C:6]2[C:7]([N:11]([CH3:18])[CH2:12][C:13]([OH:15])=[O:14])=[CH:8][CH:9]=[CH:10][C:5]=2[CH2:4][O:3]1.